Dataset: Catalyst prediction with 721,799 reactions and 888 catalyst types from USPTO. Task: Predict which catalyst facilitates the given reaction. (1) Reactant: [NH2:1][C:2]1[C:11]([C:12]#[N:13])=[C:10]([OH:14])[C:9]2[C:4](=[CH:5][CH:6]=[C:7]([I:15])[CH:8]=2)[N:3]=1.C(=O)([O-])[O-].[K+].[K+].[S:22]([O:32][NH2:33])([C:25]1[CH:31]=[CH:30][C:28]([CH3:29])=[CH:27][CH:26]=1)(=[O:24])=[O:23]. Product: [S:22]([C:25]1[CH:31]=[CH:30][C:28]([CH3:29])=[CH:27][CH:26]=1)([O-:32])(=[O:24])=[O:23].[NH2:33][N+:3]1[C:4]2[C:9](=[CH:8][C:7]([I:15])=[CH:6][CH:5]=2)[C:10]([OH:14])=[C:11]([C:12]#[N:13])[C:2]=1[NH2:1]. The catalyst class is: 204. (2) Reactant: [F:1][C:2]1[CH:25]=[C:24]([N+:26]([O-:28])=[O:27])[CH:23]=[CH:22][C:3]=1[O:4][C:5]1[CH:10]=[CH:9][N:8]=[C:7]2[CH:11]=[C:12]([C:14]3[CH:15]=[N:16][C:17]([O:20]C)=[CH:18][CH:19]=3)[S:13][C:6]=12.Cl[Si](C)(C)C.[I-].[Na+]. Product: [F:1][C:2]1[CH:25]=[C:24]([N+:26]([O-:28])=[O:27])[CH:23]=[CH:22][C:3]=1[O:4][C:5]1[CH:10]=[CH:9][N:8]=[C:7]2[CH:11]=[C:12]([C:14]3[CH:19]=[CH:18][C:17](=[O:20])[NH:16][CH:15]=3)[S:13][C:6]=12. The catalyst class is: 10. (3) Reactant: [NH2:1][CH:2]1[CH2:7][CH2:6][N:5]([CH2:8][C:9]2[CH:10]=[CH:11][C:12]3[N:16]=[CH:15][N:14]([C:17]4[S:18][C:19]([C:29]([NH2:31])=[O:30])=[C:20]([C:22]5[CH:27]=[CH:26][CH:25]=[C:24]([Cl:28])[CH:23]=5)[N:21]=4)[C:13]=3[CH:32]=2)[CH2:4][CH2:3]1.CN(C(N(C)C)=[N+]1C2C(=NC=CC=2)N=N1)C.F[P-](F)(F)(F)(F)F.C(N(CC)CC)C.[CH3:63][N:64]1[CH2:69][CH2:68][CH:67]([C:70](O)=[O:71])[CH2:66][CH2:65]1. Product: [C:29]([C:19]1[S:18][C:17]([N:14]2[C:13]3[CH:32]=[C:9]([CH2:8][N:5]4[CH2:4][CH2:3][CH:2]([NH:1][C:70]([CH:67]5[CH2:68][CH2:69][N:64]([CH3:63])[CH2:65][CH2:66]5)=[O:71])[CH2:7][CH2:6]4)[CH:10]=[CH:11][C:12]=3[N:16]=[CH:15]2)=[N:21][C:20]=1[C:22]1[CH:27]=[CH:26][CH:25]=[C:24]([Cl:28])[CH:23]=1)(=[O:30])[NH2:31]. The catalyst class is: 434. (4) Reactant: [OH:1][C:2]1[CH:11]=[C:10]2[C:5]([C:6]([O:12][C:13]3[C:14]([CH3:23])=[N:15][C:16]4[C:21]([CH:22]=3)=[CH:20][CH:19]=[CH:18][N:17]=4)=[CH:7][CH:8]=[N:9]2)=[CH:4][C:3]=1[O:24][CH3:25].C(=O)([O-])[O-].[K+].[K+].Br[CH2:33][CH2:34][CH2:35][OH:36]. Product: [CH3:25][O:24][C:3]1[CH:4]=[C:5]2[C:10](=[CH:11][C:2]=1[O:1][CH2:33][CH2:34][CH2:35][OH:36])[N:9]=[CH:8][CH:7]=[C:6]2[O:12][C:13]1[C:14]([CH3:23])=[N:15][C:16]2[C:21]([CH:22]=1)=[CH:20][CH:19]=[CH:18][N:17]=2. The catalyst class is: 9. (5) Reactant: [CH3:1][NH:2][CH2:3][CH2:4][C:5]1[CH:10]=[C:9]([O:11][CH3:12])[C:8]([O:13][CH3:14])=[C:7]([O:15][CH3:16])[CH:6]=1.[N:17]1[CH:22]=[CH:21][CH:20]=[C:19](/[CH:23]=[CH:24]/[C:25](O)=[O:26])[CH:18]=1.P(C#N)(=O)(OCC)OCC.C(=O)(O)[O-].[Na+]. Product: [CH3:1][N:2]([CH2:3][CH2:4][C:5]1[CH:6]=[C:7]([O:15][CH3:16])[C:8]([O:13][CH3:14])=[C:9]([O:11][CH3:12])[CH:10]=1)[C:25](=[O:26])/[CH:24]=[CH:23]/[C:19]1[CH:18]=[N:17][CH:22]=[CH:21][CH:20]=1. The catalyst class is: 289. (6) Reactant: C([BH3-])#N.[Na+].[CH3:5][C:6]1[CH:7]=[C:8]2[C:12](=[CH:13][CH:14]=1)[NH:11][N:10]=[C:9]2[C:15]1[N:16]=[N:17][N:18]([C:20]2[CH:27]=[CH:26][C:23]([CH:24]=O)=[CH:22][CH:21]=2)[CH:19]=1.[NH:28]1[CH2:32][CH2:31][CH2:30][CH2:29]1.[BH4-].[Na+]. Product: [CH3:5][C:6]1[CH:7]=[C:8]2[C:12](=[CH:13][CH:14]=1)[NH:11][N:10]=[C:9]2[C:15]1[N:16]=[N:17][N:18]([C:20]2[CH:27]=[CH:26][C:23]([CH2:24][N:28]3[CH2:32][CH2:31][CH2:30][CH2:29]3)=[CH:22][CH:21]=2)[CH:19]=1. The catalyst class is: 44. (7) Reactant: [CH2:1]([O:3][C:4]([C:6]1[CH:7]=[N:8][N:9]([C:11]2[NH:20][C:19](=[O:21])[C:18]3[C:13](=[CH:14][C:15]([I:22])=[CH:16][CH:17]=3)[N:12]=2)[CH:10]=1)=[O:5])[CH3:2].CCN(C(C)C)C(C)C.Cl[CH2:33][O:34][CH2:35][CH2:36][O:37][CH3:38]. Product: [CH2:1]([O:3][C:4]([C:6]1[CH:7]=[N:8][N:9]([C:11]2[N:20]([CH2:33][O:34][CH2:35][CH2:36][O:37][CH3:38])[C:19](=[O:21])[C:18]3[C:13](=[CH:14][C:15]([I:22])=[CH:16][CH:17]=3)[N:12]=2)[CH:10]=1)=[O:5])[CH3:2]. The catalyst class is: 1.